From a dataset of Forward reaction prediction with 1.9M reactions from USPTO patents (1976-2016). Predict the product of the given reaction. Given the reactants Cl[C:2]1[CH:7]=[C:6]([Cl:8])[N:5]=[N:4][C:3]=1[C:9]([O:11][CH2:12][CH3:13])=[O:10].[N:14]1[C:19]([NH2:20])=[CH:18][CH:17]=[C:16]2[CH2:21][CH2:22][CH2:23][C:15]=12.CCN(C(C)C)C(C)C, predict the reaction product. The product is: [Cl:8][C:6]1[N:5]=[N:4][C:3]([C:9]([O:11][CH2:12][CH3:13])=[O:10])=[C:2]([NH:20][C:19]2[N:14]=[C:15]3[CH2:23][CH2:22][CH2:21][C:16]3=[CH:17][CH:18]=2)[CH:7]=1.